Dataset: KCNQ2 potassium channel screen with 302,405 compounds. Task: Binary Classification. Given a drug SMILES string, predict its activity (active/inactive) in a high-throughput screening assay against a specified biological target. The molecule is Brc1cc(c(c2oc(cc2)/C=N\n2nnnc2N)cc1)C(OC)=O. The result is 0 (inactive).